The task is: Predict the reactants needed to synthesize the given product.. This data is from Full USPTO retrosynthesis dataset with 1.9M reactions from patents (1976-2016). (1) Given the product [CH3:23][S:26]([C:10]1[CH:5]=[CH:6][C:7]([C:11]2[CH:12]=[CH:13][C:14]([CH2:17][OH:18])=[CH:15][CH:16]=2)=[CH:8][CH:9]=1)(=[O:28])=[O:27], predict the reactants needed to synthesize it. The reactants are: CS([C:5]1[CH:6]=[C:7]([C:11]2[CH:16]=[CH:15][C:14]([CH2:17][OH:18])=[CH:13][CH:12]=2)[CH:8]=[CH:9][CH:10]=1)(=O)=O.BrC1C=C[C:23]([S:26](C)(=[O:28])=[O:27])=CC=1. (2) Given the product [CH:1]([C:4]1[CH:9]=[CH:8][CH:7]=[CH:6][C:5]=1[N:10]1[C:11]2[CH:12]=[C:13]([C:19]3[CH:24]=[CH:23][CH:22]=[CH:21][CH:20]=3)[C:14]([CH3:18])=[CH:15][C:16]=2[N:17]=[C:30]1[C:31]1[CH:36]=[CH:35][CH:34]=[CH:33][CH:32]=1)([CH3:3])[CH3:2], predict the reactants needed to synthesize it. The reactants are: [CH:1]([C:4]1[CH:9]=[CH:8][CH:7]=[CH:6][C:5]=1[NH:10][C:11]1[CH:12]=[C:13]([C:19]2[CH:24]=[CH:23][CH:22]=[CH:21][CH:20]=2)[C:14]([CH3:18])=[CH:15][C:16]=1[NH2:17])([CH3:3])[CH3:2].S(=O)(O)[O-].[Na+].[CH:30](=O)[C:31]1[CH:36]=[CH:35][CH:34]=[CH:33][CH:32]=1.CN(C=O)C. (3) Given the product [CH3:1][C:2]1[CH:3]=[CH:4][C:5]([C:8]2[C:9](=[O:18])[N:10]([CH2:25][C:24]([O:23][CH2:21][CH3:22])=[O:27])[C:11]3([CH2:17][CH2:16][CH2:15][CH2:14][CH2:13]3)[N:12]=2)=[CH:6][CH:7]=1, predict the reactants needed to synthesize it. The reactants are: [CH3:1][C:2]1[CH:7]=[CH:6][C:5]([C:8]2[C:9](=[O:18])[NH:10][C:11]3([CH2:17][CH2:16][CH2:15][CH2:14][CH2:13]3)[N:12]=2)=[CH:4][CH:3]=1.[H-].[Na+].[CH2:21]([O:23][C:24](=[O:27])[CH2:25]Br)[CH3:22].O. (4) Given the product [Si:19]([O:18][CH:14]([CH2:13][C:4]1[CH:5]=[CH:6][C:7]([O:11][CH3:12])=[C:8]([O:9][CH3:10])[C:3]=1[O:2][CH3:1])[CH2:15][CH2:16][CH2:17][OH:40])([C:32]([CH3:35])([CH3:34])[CH3:33])([C:26]1[CH:31]=[CH:30][CH:29]=[CH:28][CH:27]=1)[C:20]1[CH:25]=[CH:24][CH:23]=[CH:22][CH:21]=1, predict the reactants needed to synthesize it. The reactants are: [CH3:1][O:2][C:3]1[C:8]([O:9][CH3:10])=[C:7]([O:11][CH3:12])[CH:6]=[CH:5][C:4]=1[CH2:13][CH:14]([O:18][Si:19]([C:32]([CH3:35])([CH3:34])[CH3:33])([C:26]1[CH:31]=[CH:30][CH:29]=[CH:28][CH:27]=1)[C:20]1[CH:25]=[CH:24][CH:23]=[CH:22][CH:21]=1)[CH2:15][CH:16]=[CH2:17].B.C1C[O:40]CC1.O.O.C[N+]([O-])(C)C. (5) The reactants are: [CH3:1][O:2][C:3]([C@@H:5]1[CH2:9][CH2:8][CH2:7][C@H:6]1[C:10]([OH:12])=O)=[O:4].CN(C(ON1N=NC2C=CC=NC1=2)=[N+](C)C)C.F[P-](F)(F)(F)(F)F.CCN(C(C)C)C(C)C.[NH2:46][C:47]1[S:48][CH:49]=[C:50]([C:52]2[CH:63]=[CH:62][C:55]([C:56]([NH:58][CH:59]3[CH2:61][CH2:60]3)=[O:57])=[CH:54][CH:53]=2)[N:51]=1. Given the product [CH3:1][O:2][C:3]([C@@H:5]1[CH2:9][CH2:8][CH2:7][C@H:6]1[C:10](=[O:12])[NH:46][C:47]1[S:48][CH:49]=[C:50]([C:52]2[CH:53]=[CH:54][C:55]([C:56](=[O:57])[NH:58][CH:59]3[CH2:61][CH2:60]3)=[CH:62][CH:63]=2)[N:51]=1)=[O:4], predict the reactants needed to synthesize it. (6) Given the product [F:19][C:20]1[CH:25]=[C:24]([N+:26]([O-:28])=[O:27])[CH:23]=[CH:22][C:21]=1[O:29][C:2]1[CH:7]=[C:6]([O:8][CH2:9][C:10]#[C:11][CH3:12])[N:5]=[CH:4][N:3]=1, predict the reactants needed to synthesize it. The reactants are: Cl[C:2]1[CH:7]=[C:6]([O:8][CH2:9][C:10]#[C:11][CH3:12])[N:5]=[CH:4][N:3]=1.C(=O)([O-])[O-].[K+].[K+].[F:19][C:20]1[CH:25]=[C:24]([N+:26]([O-:28])=[O:27])[CH:23]=[CH:22][C:21]=1[OH:29].[Cl-].[NH4+]. (7) Given the product [CH2:1]([O:3][C:4](=[O:31])[CH2:5][C:6]1[CH:11]=[CH:10][C:9]([O:12][CH3:13])=[C:8]([O:14][C:15]2[CH:20]=[CH:19][C:18]([NH2:21])=[CH:17][C:16]=2[CH2:24][S:25][CH2:26][C:27]([F:28])([F:29])[F:30])[CH:7]=1)[CH3:2], predict the reactants needed to synthesize it. The reactants are: [CH2:1]([O:3][C:4](=[O:31])[CH2:5][C:6]1[CH:11]=[CH:10][C:9]([O:12][CH3:13])=[C:8]([O:14][C:15]2[CH:20]=[CH:19][C:18]([N+:21]([O-])=O)=[CH:17][C:16]=2[CH2:24][S:25][CH2:26][C:27]([F:30])([F:29])[F:28])[CH:7]=1)[CH3:2].CN(C)N.C.